Dataset: Forward reaction prediction with 1.9M reactions from USPTO patents (1976-2016). Task: Predict the product of the given reaction. (1) Given the reactants [CH3:1][O:2][C:3]1[CH:8]=[CH:7][CH:6]=[CH:5][C:4]=1[N:9]1[CH2:15][C:14]2[CH:16]=[CH:17][C:18]([C:20](OC)=[O:21])=[CH:19][C:13]=2[O:12][CH2:11][C@@H:10]1[CH3:24].[NH2:25][OH:26].[OH-].[Na+], predict the reaction product. The product is: [OH:26][NH:25][C:20]([C:18]1[CH:17]=[CH:16][C:14]2[CH2:15][N:9]([C:4]3[CH:5]=[CH:6][CH:7]=[CH:8][C:3]=3[O:2][CH3:1])[C@@H:10]([CH3:24])[CH2:11][O:12][C:13]=2[CH:19]=1)=[O:21]. (2) Given the reactants [C:1]([O:5][C:6]([CH:8]([CH2:16][C:17]([O:19][CH2:20][CH3:21])=[O:18])[C:9]([O:11][C:12]([CH3:15])([CH3:14])[CH3:13])=[O:10])=[O:7])([CH3:4])([CH3:3])[CH3:2].I[CH2:23][CH2:24][CH2:25][CH2:26][CH3:27].[H-].[Na+], predict the reaction product. The product is: [C:1]([O:5][C:6]([C:8]([CH2:23][CH2:24][CH2:25][CH2:26][CH3:27])([CH2:16][C:17]([O:19][CH2:20][CH3:21])=[O:18])[C:9]([O:11][C:12]([CH3:13])([CH3:14])[CH3:15])=[O:10])=[O:7])([CH3:4])([CH3:2])[CH3:3].